This data is from NCI-60 drug combinations with 297,098 pairs across 59 cell lines. The task is: Regression. Given two drug SMILES strings and cell line genomic features, predict the synergy score measuring deviation from expected non-interaction effect. (1) Drug 1: CC1=C(C=C(C=C1)NC2=NC=CC(=N2)N(C)C3=CC4=NN(C(=C4C=C3)C)C)S(=O)(=O)N.Cl. Drug 2: CCCS(=O)(=O)NC1=C(C(=C(C=C1)F)C(=O)C2=CNC3=C2C=C(C=N3)C4=CC=C(C=C4)Cl)F. Cell line: M14. Synergy scores: CSS=40.5, Synergy_ZIP=3.62, Synergy_Bliss=2.16, Synergy_Loewe=-22.7, Synergy_HSA=0.200. (2) Drug 1: CC1CCCC2(C(O2)CC(NC(=O)CC(C(C(=O)C(C1O)C)(C)C)O)C(=CC3=CSC(=N3)C)C)C. Drug 2: COCCOC1=C(C=C2C(=C1)C(=NC=N2)NC3=CC=CC(=C3)C#C)OCCOC.Cl. Cell line: 786-0. Synergy scores: CSS=57.7, Synergy_ZIP=21.3, Synergy_Bliss=23.0, Synergy_Loewe=-14.6, Synergy_HSA=14.5.